From a dataset of CYP2C9 inhibition data for predicting drug metabolism from PubChem BioAssay. Regression/Classification. Given a drug SMILES string, predict its absorption, distribution, metabolism, or excretion properties. Task type varies by dataset: regression for continuous measurements (e.g., permeability, clearance, half-life) or binary classification for categorical outcomes (e.g., BBB penetration, CYP inhibition). Dataset: cyp2c9_veith. (1) The drug is O=C(O)CCc1nn2c3ccccc3nc2n(CCN2CCCCC2)c1=O. The result is 0 (non-inhibitor). (2) The compound is CC(C)(C)N(NC(=O)Nc1ccccc1)C(=O)c1ccccc1Cl. The result is 1 (inhibitor). (3) The compound is c1cncc(-c2cc(NCc3cccs3)ncn2)c1. The result is 0 (non-inhibitor). (4) The drug is C=CCN1C[C@H](C)N([C@H](c2ccc(C(=O)N(CC)CC)cc2)c2cccc(OC)c2)C[C@H]1C. The result is 0 (non-inhibitor).